This data is from Reaction yield outcomes from USPTO patents with 853,638 reactions. The task is: Predict the reaction yield, written as a fraction of the theoretical maximum amount of product (1.0 means a 100% yield; for example, 0.34 means a 34% yield). The reactants are [C:1]([O:5][C:6]([N:8]([CH3:14])[CH2:9][CH2:10][C:11]([OH:13])=[O:12])=[O:7])([CH3:4])([CH3:3])[CH3:2].[C:15]([O-])([O-])=O.[K+].[K+].CI. The catalyst is CN(C=O)C. The product is [C:1]([O:5][C:6]([N:8]([CH3:14])[CH2:9][CH2:10][C:11]([O:13][CH3:15])=[O:12])=[O:7])([CH3:4])([CH3:3])[CH3:2]. The yield is 0.920.